From a dataset of Reaction yield outcomes from USPTO patents with 853,638 reactions. Predict the reaction yield, written as a fraction of the theoretical maximum amount of product (1.0 means a 100% yield; for example, 0.34 means a 34% yield). (1) The reactants are N[C:2]1[C:11]2[C:6](=[CH:7][CH:8]=[CH:9][CH:10]=2)[C:5]([N+:12]([O-:14])=[O:13])=[CH:4][N:3]=1.[OH:15]S(O)(=O)=O.N([O-])=O.[Na+]. The catalyst is Cl.O. The product is [OH:15][C:2]1[C:11]2[C:6](=[CH:7][CH:8]=[CH:9][CH:10]=2)[C:5]([N+:12]([O-:14])=[O:13])=[CH:4][N:3]=1. The yield is 0.790. (2) The reactants are [Br:1][C:2]1[CH:3]=[C:4]([C:8]2([CH3:15])[CH2:12][O:11][S:10](=[O:14])(=[O:13])[NH:9]2)[CH:5]=[CH:6][CH:7]=1.[CH2:16](I)[CH:17]=[CH2:18].[OH-].[Na+]. The catalyst is C(Cl)Cl. The product is [CH2:18]([N:9]1[C:8]([C:4]2[CH:5]=[CH:6][CH:7]=[C:2]([Br:1])[CH:3]=2)([CH3:15])[CH2:12][O:11][S:10]1(=[O:14])=[O:13])[CH:17]=[CH2:16]. The yield is 1.00. (3) The reactants are [C:1]1(=[O:11])[NH:5][C:4](=[O:6])[C:3]2=[CH:7][CH:8]=[CH:9][CH:10]=[C:2]12.[CH:12]1[CH:17]=C[C:15](P([C:13]2[CH:14]=[CH:15]C=[CH:17][CH:12]=2)[C:13]2[CH:14]=[CH:15]C=[CH:17][CH:12]=2)=[CH:14][CH:13]=1.OC(C)CC#C.CC(OC(/N=N/C(OC(C)C)=O)=O)C. The catalyst is C1COCC1. The product is [CH3:15][CH:14]([N:5]1[C:1](=[O:11])[C:2]2[C:3](=[CH:7][CH:8]=[CH:9][CH:10]=2)[C:4]1=[O:6])[CH2:13][C:12]#[CH:17]. The yield is 0.350.